Task: Predict the reactants needed to synthesize the given product.. Dataset: Full USPTO retrosynthesis dataset with 1.9M reactions from patents (1976-2016) The reactants are: [NH2:1][C:2]1[CH:3]=[C:4]([C:10]([N:12]2[CH2:15][CH:14]([C:16]3[CH:21]=[CH:20][C:19](Br)=[CH:18][CH:17]=3)[CH2:13]2)=[O:11])[CH:5]=[CH:6][C:7]=1[O:8][CH3:9].C([O-])([O-])=O.[K+].[K+].[CH3:29][N:30]1[CH:34]=[C:33](B2OC(C)(C)C(C)(C)O2)[CH:32]=[N:31]1. Given the product [NH2:1][C:2]1[CH:3]=[C:4]([C:10]([N:12]2[CH2:15][CH:14]([C:16]3[CH:21]=[CH:20][C:19]([C:33]4[CH:32]=[N:31][N:30]([CH3:29])[CH:34]=4)=[CH:18][CH:17]=3)[CH2:13]2)=[O:11])[CH:5]=[CH:6][C:7]=1[O:8][CH3:9], predict the reactants needed to synthesize it.